This data is from Forward reaction prediction with 1.9M reactions from USPTO patents (1976-2016). The task is: Predict the product of the given reaction. (1) Given the reactants [C:1]([NH:8][CH2:9][C:10]([OH:12])=O)([O:3]C(C)(C)C)=O.[C:13]([C:20]1NC=CN=1)([C:15]1NC=CN=1)=O.[N:25]1([C:31]2[CH:45]=[CH:44][CH:43]=[CH:42][C:32]=2[C:33]([NH:35][C:36]2[CH:37]=[N:38][CH:39]=[CH:40][CH:41]=2)=[O:34])[CH2:30][CH2:29][NH:28][CH2:27][CH2:26]1.C(N([CH2:51][CH3:52])CC)C.[CH3:53]N(C=O)C, predict the reaction product. The product is: [C:1]([NH:8][CH2:9][C:10]([N:28]1[CH2:29][CH2:30][N:25]([C:31]2[CH:45]=[CH:44][CH:43]=[CH:42][C:32]=2[C:33]([NH:35][C:36]2[CH:37]=[N:38][CH:39]=[CH:40][CH:41]=2)=[O:34])[CH2:26][CH2:27]1)=[O:12])(=[O:3])[C:15]1[CH:13]=[CH:20][CH:52]=[CH:51][CH:53]=1. (2) Given the reactants [CH:1]1[C:7]([NH2:8])=[N:6][C:4](=[O:5])[N:3]([C@@H:9]2[O:13][C@H:12]([CH2:14][OH:15])[C@@H:11]([OH:16])[C:10]2([F:18])[F:17])[CH:2]=1.Cl.Cl[Si](C)(C)C.Cl[C:26]([O:28][CH2:29][CH:30]=[CH2:31])=[O:27].CCO, predict the reaction product. The product is: [CH2:29]([O:28][C:26]([NH:8][C:7]1[CH:1]=[CH:2][N:3]([C@H:9]2[C:10]([F:17])([F:18])[C@H:11]([OH:16])[C@@H:12]([CH2:14][OH:15])[O:13]2)[C:4](=[O:5])[N:6]=1)=[O:27])[CH:30]=[CH2:31]. (3) Given the reactants [F:1][C:2]([F:25])([F:24])[C:3]1[CH:19]=[C:18]([C:20]([F:23])([F:22])[F:21])[CH:17]=[CH:16][C:4]=1[CH2:5][N:6]1[CH2:10][C@@H:9]2[CH2:11][CH:12]([CH2:14][OH:15])[CH2:13][C@@H:8]2[CH2:7]1.C(N(CC)CC)C.O, predict the reaction product. The product is: [F:25][C:2]([F:1])([F:24])[C:3]1[CH:19]=[C:18]([C:20]([F:23])([F:22])[F:21])[CH:17]=[CH:16][C:4]=1[CH2:5][N:6]1[CH2:7][C@@H:8]2[CH2:13][CH:12]([CH:14]=[O:15])[CH2:11][C@@H:9]2[CH2:10]1. (4) The product is: [CH3:10][O:11][C:12]1[CH:13]=[C:14]([NH:15][C:66]([C:65]2[CH:56]=[C:57]3[C:62](=[CH:63][CH:64]=2)[O:61][C:60]([CH3:69])([CH3:68])[CH:59]=[CH:58]3)=[O:67])[CH:16]=[CH:17][C:18]=1[O:19][CH3:20]. Given the reactants C(N(CC)C(C)C)(C)C.[CH3:10][O:11][C:12]1[CH:13]=[C:14]([CH:16]=[CH:17][C:18]=1[O:19][CH3:20])[NH2:15].C1CN([P+](ON2N=NC3C=CC=CC2=3)(N2CCCC2)N2CCCC2)CC1.F[P-](F)(F)(F)(F)F.CO[C:56]1[C:65]([CH:66]=[O:67])=[CH:64][CH:63]=[C:62]2[C:57]=1[CH:58]=[CH:59][C:60]([CH3:69])([CH3:68])[O:61]2, predict the reaction product.